This data is from Reaction yield outcomes from USPTO patents with 853,638 reactions. The task is: Predict the reaction yield, written as a fraction of the theoretical maximum amount of product (1.0 means a 100% yield; for example, 0.34 means a 34% yield). (1) The reactants are O1[C:5]2([CH2:10][CH2:9][CH:8]([N:11]3[C:16](=[O:17])[C:15]([CH2:18][C:19]4[CH:24]=[CH:23][C:22]([C:25]5[C:26]([C:31]#[N:32])=[CH:27][CH:28]=[CH:29][CH:30]=5)=[CH:21][C:20]=4[F:33])=[C:14]([CH2:34][CH2:35][CH3:36])[N:13]4[N:37]=[CH:38][N:39]=[C:12]34)[CH2:7][CH2:6]2)[O:4]CC1.O.C1(C)C=CC(S(O)(=O)=O)=CC=1.CO.O1CCCC1. The catalyst is C(OCC)(=O)C. The product is [F:33][C:20]1[CH:21]=[C:22]([C:25]2[C:26]([C:31]#[N:32])=[CH:27][CH:28]=[CH:29][CH:30]=2)[CH:23]=[CH:24][C:19]=1[CH2:18][C:15]1[C:16](=[O:17])[N:11]([CH:8]2[CH2:7][CH2:6][C:5](=[O:4])[CH2:10][CH2:9]2)[C:12]2[N:13]([N:37]=[CH:38][N:39]=2)[C:14]=1[CH2:34][CH2:35][CH3:36]. The yield is 0.760. (2) The reactants are [O:1]([C:8]1[CH:13]=[CH:12][C:11]([N:14]=[C:15]=[O:16])=[CH:10][CH:9]=1)[C:2]1[CH:7]=[CH:6][CH:5]=[CH:4][CH:3]=1.[N:17]1[C:22]2[CH:23]=[CH:24][S:25][C:21]=2[C:20]([N:26]2[CH2:31][CH2:30][CH:29]([NH2:32])[CH2:28][CH2:27]2)=[N:19][CH:18]=1. The catalyst is C(Cl)Cl. The product is [O:1]([C:8]1[CH:13]=[CH:12][C:11]([NH:14][C:15]([NH:32][CH:29]2[CH2:30][CH2:31][N:26]([C:20]3[C:21]4[S:25][CH:24]=[CH:23][C:22]=4[N:17]=[CH:18][N:19]=3)[CH2:27][CH2:28]2)=[O:16])=[CH:10][CH:9]=1)[C:2]1[CH:3]=[CH:4][CH:5]=[CH:6][CH:7]=1. The yield is 0.700. (3) The product is [NH2:19][CH2:2][C@@H:3]([OH:18])[CH2:4][P:5]([C:10]([O:15][CH2:16][CH3:17])([O:12][CH2:13][CH3:14])[CH3:11])(=[O:9])[O:6][CH2:7][CH3:8]. The reactants are Cl[CH2:2][C@@H:3]([OH:18])[CH2:4][P:5]([C:10]([O:15][CH2:16][CH3:17])([O:12][CH2:13][CH3:14])[CH3:11])(=[O:9])[O:6][CH2:7][CH3:8].[NH3:19]. The yield is 0.190. The catalyst is C(O)C. (4) The reactants are C[Si](C)(C)[N-][Si](C)(C)C.[Li+].[F:11][C:12]([F:22])([F:21])[C@H:13]([CH3:20])[CH2:14][C:15]([O:17][CH2:18][CH3:19])=[O:16].Br[C:24]1[CH:29]=[CH:28][C:27]([Cl:30])=[CH:26][C:25]=1[F:31].C1(P(C2CCCCC2)C2C=CC=CC=2C2C=CC=CC=2N(C)C)CCCCC1. The catalyst is C1(C)C=CC=CC=1.C([O-])(=O)C.[Pd+2].C([O-])(=O)C. The product is [Cl:30][C:27]1[CH:28]=[CH:29][C:24]([CH:14]([C@@H:13]([CH3:20])[C:12]([F:21])([F:22])[F:11])[C:15]([O:17][CH2:18][CH3:19])=[O:16])=[C:25]([F:31])[CH:26]=1. The yield is 0.251. (5) The reactants are [CH2:1]([O:5][C:6]1[CH:10]=[C:9]([CH2:11][CH2:12][S:13]([NH2:16])(=[O:15])=[O:14])[N:8]([CH2:17][C:18]2[CH:23]=[CH:22][C:21]([Cl:24])=[CH:20][C:19]=2[Cl:25])[N:7]=1)[CH2:2][CH2:3][CH3:4].C(N(CC)C(C)C)(C)C.Cl[C:36]([O:38][CH2:39][CH2:40][CH3:41])=[O:37]. The catalyst is CN(C)C1C=CN=CC=1.CN(C)C(=O)C. The product is [CH2:1]([O:5][C:6]1[CH:10]=[C:9]([CH2:11][CH2:12][S:13]([NH:16][C:36](=[O:37])[O:38][CH2:39][CH2:40][CH3:41])(=[O:14])=[O:15])[N:8]([CH2:17][C:18]2[CH:23]=[CH:22][C:21]([Cl:24])=[CH:20][C:19]=2[Cl:25])[N:7]=1)[CH2:2][CH2:3][CH3:4]. The yield is 0.690. (6) The reactants are Br[C:2]1[CH:7]=[CH:6][C:5]2[C:8]3[CH2:13][CH2:12][N:11]([C:14]([O:16][C:17]([CH3:20])([CH3:19])[CH3:18])=[O:15])[CH2:10][C:9]=3[S:21][C:4]=2[CH:3]=1.[Cl:22][C:23]1[CH:24]=[CH:25][C:26]([CH2:29][CH2:30][C:31]2[CH:36]=[CH:35][NH:34][C:33](=[O:37])[CH:32]=2)=[N:27][CH:28]=1. No catalyst specified. The product is [Cl:22][C:23]1[CH:24]=[CH:25][C:26]([CH2:29][CH2:30][C:31]2[CH:36]=[CH:35][N:34]([C:2]3[CH:7]=[CH:6][C:5]4[C:8]5[CH2:13][CH2:12][N:11]([C:14]([O:16][C:17]([CH3:20])([CH3:19])[CH3:18])=[O:15])[CH2:10][C:9]=5[S:21][C:4]=4[CH:3]=3)[C:33](=[O:37])[CH:32]=2)=[N:27][CH:28]=1. The yield is 0.780. (7) The reactants are [CH:1]([Si:4]([CH:10]([CH3:12])[CH3:11])([CH:7]([CH3:9])[CH3:8])OC)([CH3:3])[CH3:2].[ClH:13]. No catalyst specified. The product is [CH:1]([Si:4]([CH:10]([CH3:12])[CH3:11])([CH:7]([CH3:9])[CH3:8])[Cl:13])([CH3:3])[CH3:2]. The yield is 0.990. (8) The reactants are [Cl:1][C:2]1[C:3]([N:18]2[CH2:23][CH2:22][CH2:21][C@@H:20]([NH:24]C(=O)OC(C)(C)C)[CH2:19]2)=[C:4]2[C:10]([NH:11][C:12](=[O:17])[CH2:13][CH:14]([CH3:16])[CH3:15])=[CH:9][NH:8][C:5]2=[N:6][CH:7]=1. The catalyst is C(O)(C(F)(F)F)=O. The product is [ClH:1].[NH2:24][C@@H:20]1[CH2:21][CH2:22][CH2:23][N:18]([C:3]2[C:2]([Cl:1])=[CH:7][N:6]=[C:5]3[NH:8][CH:9]=[C:10]([NH:11][C:12](=[O:17])[CH2:13][CH:14]([CH3:15])[CH3:16])[C:4]=23)[CH2:19]1. The yield is 0.790. (9) The reactants are I[C:2]1[CH:14]=[CH:13][C:5]([C:6]([N:8]([CH2:11][CH3:12])[CH2:9][CH3:10])=[O:7])=[CH:4][CH:3]=1.[Li]CCCC.[C:20]([C:24]1[CH:25]=[C:26]([CH:29]=[CH:30][CH:31]=1)[CH:27]=[O:28])([O:22][CH3:23])=[O:21].[NH4+].[Cl-]. The catalyst is C1(C)C=CC=CC=1.C1COCC1. The product is [CH2:9]([N:8]([CH2:11][CH3:12])[C:6]([C:5]1[CH:13]=[CH:14][C:2]([CH:27]([OH:28])[C:26]2[CH:25]=[C:24]([CH:31]=[CH:30][CH:29]=2)[C:20]([O:22][CH3:23])=[O:21])=[CH:3][CH:4]=1)=[O:7])[CH3:10]. The yield is 0.490. (10) The reactants are [Br:1][C:2]1[CH:3]=[C:4]2[N:10]([S:11]([C:14]3[CH:20]=[CH:19][C:17]([CH3:18])=[CH:16][CH:15]=3)(=[O:13])=[O:12])[CH:9]=[CH:8][C:5]2=[N:6][CH:7]=1.ClC1C=CC=C(C(OO)=[O:29])C=1. The catalyst is C(Cl)Cl. The product is [Br:1][C:2]1[CH:3]=[C:4]2[N:10]([S:11]([C:14]3[CH:20]=[CH:19][C:17]([CH3:18])=[CH:16][CH:15]=3)(=[O:13])=[O:12])[CH:9]=[CH:8][C:5]2=[N+:6]([O-:29])[CH:7]=1. The yield is 0.790.